From a dataset of Catalyst prediction with 721,799 reactions and 888 catalyst types from USPTO. Predict which catalyst facilitates the given reaction. (1) Reactant: [Cl:1][C:2]1[CH:3]=[CH:4][C:5]2[N:6]([CH:8]=[C:9]([CH3:11])[N:10]=2)[N:7]=1.[Br:12]N1C(=O)CCC1=O.CCOC(C)=O. Product: [Br:12][C:8]1[N:6]2[N:7]=[C:2]([Cl:1])[CH:3]=[CH:4][C:5]2=[N:10][C:9]=1[CH3:11]. The catalyst class is: 3. (2) Reactant: Br[CH2:2][C:3]1[CH:10]=[CH:9][C:6]([C:7]#[N:8])=[CH:5][C:4]=1[F:11].[K].C1(=O)[NH:17]C(=O)C2=CC=CC=C12.NN. Product: [NH2:17][CH2:2][C:3]1[CH:10]=[CH:9][C:6]([C:7]#[N:8])=[CH:5][C:4]=1[F:11]. The catalyst class is: 615.